This data is from Forward reaction prediction with 1.9M reactions from USPTO patents (1976-2016). The task is: Predict the product of the given reaction. Given the reactants [CH:1]1([CH2:4][O:5][C:6]2[CH:7]=[C:8]([CH:20]=[CH:21][CH:22]=2)[O:9][C:10]2[CH:15]=[CH:14][C:13]([N+:16]([O-])=O)=[CH:12][C:11]=2[CH3:19])[CH2:3][CH2:2]1.[Cl-].[Ca+2].[Cl-].C(O)C, predict the reaction product. The product is: [CH:1]1([CH2:4][O:5][C:6]2[CH:7]=[C:8]([CH:20]=[CH:21][CH:22]=2)[O:9][C:10]2[CH:15]=[CH:14][C:13]([NH2:16])=[CH:12][C:11]=2[CH3:19])[CH2:3][CH2:2]1.